This data is from Catalyst prediction with 721,799 reactions and 888 catalyst types from USPTO. The task is: Predict which catalyst facilitates the given reaction. (1) Product: [CH3:13][O:12][C:9]1[CH:10]=[C:11]2[C:6](=[CH:7][C:8]=1[O:14][CH3:15])[N:5]=[CH:4][CH:3]=[C:2]2[O:19][C:18]1[CH:20]=[CH:21][CH:22]=[CH:23][C:17]=1[C:16]([O:25][CH2:26][CH:27]([CH3:29])[CH3:28])=[O:24]. Reactant: Cl[C:2]1[C:11]2[C:6](=[CH:7][C:8]([O:14][CH3:15])=[C:9]([O:12][CH3:13])[CH:10]=2)[N:5]=[CH:4][CH:3]=1.[C:16]([O:25][CH2:26][CH:27]([CH3:29])[CH3:28])(=[O:24])[C:17]1[C:18](=[CH:20][CH:21]=[CH:22][CH:23]=1)[OH:19]. The catalyst class is: 420. (2) Reactant: [CH:1]1([N:4]([C@@H:23]([C:25]2[CH:30]=[C:29]([CH2:31][CH2:32][CH2:33][NH:34][C:35]([O:37][CH3:38])=[O:36])[N:28]=[C:27]([O:39][CH3:40])[CH:26]=2)[CH3:24])[C:5]([C@@H:7]2[O:12][C@H:11]([CH2:13][O:14][CH3:15])[CH2:10][N:9](C(OC(C)(C)C)=O)[CH2:8]2)=[O:6])[CH2:3][CH2:2]1.FC(F)(F)C(O)=O. Product: [CH:1]1([N:4]([C:5]([C@@H:7]2[O:12][C@H:11]([CH2:13][O:14][CH3:15])[CH2:10][NH:9][CH2:8]2)=[O:6])[C@@H:23]([C:25]2[CH:26]=[C:27]([O:39][CH3:40])[N:28]=[C:29]([CH2:31][CH2:32][CH2:33][NH:34][C:35](=[O:36])[O:37][CH3:38])[CH:30]=2)[CH3:24])[CH2:2][CH2:3]1. The catalyst class is: 4. (3) Product: [C:32]([OH:35])([C:17]([F:31])([F:30])[F:16])=[O:33].[CH3:8][C:7]1[C:2]([C:20]2[CH:19]=[C:18]([C:17]([F:31])([F:30])[F:16])[CH:26]=[C:25]3[C:21]=2[CH:22]=[N:23][NH:24]3)=[CH:3][CH:4]=[C:5]([N:9]2[CH2:14][CH2:13][NH:12][C@H:11]([CH3:15])[CH2:10]2)[N:6]=1. The catalyst class is: 75. Reactant: Br[C:2]1[CH:3]=[CH:4][C:5]([N:9]2[CH2:14][CH2:13][NH:12][C@H:11]([CH3:15])[CH2:10]2)=[N:6][C:7]=1[CH3:8].[F:16][C:17]([F:31])([F:30])[C:18]1[CH:26]=[C:25]2[C:21]([CH:22]=[N:23][NH:24]2)=[C:20](B(O)O)[CH:19]=1.[C:32]([O-:35])(O)=[O:33].[Na+]. (4) Reactant: [CH3:1][C:2]1[N:7]=[C:6]([CH3:8])[C:5]([O:9][CH2:10][C@@:11]2([C:26]3[CH:31]=[CH:30][CH:29]=[C:28]([F:32])[CH:27]=3)[CH2:13][C@H:12]2[C:14]([NH:16][C:17]2[CH:22]=[CH:21][C:20]([F:23])=[C:19]([O:24]C)[N:18]=2)=[O:15])=[CH:4][N:3]=1.Cl.N1C=CC=CC=1. Product: [CH3:1][C:2]1[N:7]=[C:6]([CH3:8])[C:5]([O:9][CH2:10][C@@:11]2([C:26]3[CH:31]=[CH:30][CH:29]=[C:28]([F:32])[CH:27]=3)[CH2:13][C@H:12]2[C:14]([NH:16][C:17]2[CH:22]=[CH:21][C:20]([F:23])=[C:19]([OH:24])[N:18]=2)=[O:15])=[CH:4][N:3]=1. The catalyst class is: 6. (5) Reactant: [Cl:1][C:2]1[C:3]([CH3:9])=[C:4]([OH:8])[CH:5]=[CH:6][CH:7]=1.C(=O)([O-])[O-].[Cs+].[Cs+].[C:16]([C:18]1[CH:19]=[C:20]([C:25]2[CH:37]=[CH:36][C:28]([C:29]([NH:31][S:32]([CH3:35])(=[O:34])=[O:33])=[O:30])=[CH:27][C:26]=2[O:38][CH3:39])[CH:21]=[N:22][C:23]=1F)#[N:17]. Product: [Cl:1][C:2]1[C:3]([CH3:9])=[C:4]([CH:5]=[CH:6][CH:7]=1)[O:8][C:23]1[N:22]=[CH:21][C:20]([C:25]2[CH:37]=[CH:36][C:28]([C:29]([NH:31][S:32]([CH3:35])(=[O:34])=[O:33])=[O:30])=[CH:27][C:26]=2[O:38][CH3:39])=[CH:19][C:18]=1[C:16]#[N:17]. The catalyst class is: 16. (6) Reactant: C(=O)([O-])[O-].[Cs+].[Cs+].C1(P(C2C=CC=CC=2)C2C=CC3C(=CC=CC=3)C=2C2C3C(=CC=CC=3)C=CC=2P(C2C=CC=CC=2)C2C=CC=CC=2)C=CC=CC=1.Br[C:54]1[S:58][C:57]([C:59]([O:61][CH2:62][CH3:63])=[O:60])=[CH:56][CH:55]=1.[NH:64]1[CH2:69][CH2:68][CH2:67][CH2:66][CH2:65]1. Product: [CH2:62]([O:61][C:59]([C:57]1[S:58][C:54]([N:64]2[CH2:69][CH2:68][CH2:67][CH2:66][CH2:65]2)=[CH:55][CH:56]=1)=[O:60])[CH3:63]. The catalyst class is: 11.